Dataset: Full USPTO retrosynthesis dataset with 1.9M reactions from patents (1976-2016). Task: Predict the reactants needed to synthesize the given product. Given the product [CH2:26]([N:10]1[C:9]2[N:8]=[C:7]([CH2:6][C:5]3[CH:4]=[CH:3][C:2]([NH:1][S:39]([C:35]4[CH:36]=[CH:37][CH:38]=[C:33]([Cl:32])[CH:34]=4)(=[O:41])=[O:40])=[CH:31][CH:30]=3)[NH:15][C:14]=2[C:13](=[O:16])[N:12]([CH2:17][C:18]2[CH:23]=[CH:22][CH:21]=[CH:20][C:19]=2[F:24])[C:11]1=[O:25])[CH2:27][CH2:28][CH3:29], predict the reactants needed to synthesize it. The reactants are: [NH2:1][C:2]1[CH:31]=[CH:30][C:5]([CH2:6][C:7]2[NH:15][C:14]3[C:13](=[O:16])[N:12]([CH2:17][C:18]4[CH:23]=[CH:22][CH:21]=[CH:20][C:19]=4[F:24])[C:11](=[O:25])[N:10]([CH2:26][CH2:27][CH2:28][CH3:29])[C:9]=3[N:8]=2)=[CH:4][CH:3]=1.[Cl:32][C:33]1[CH:34]=[C:35]([S:39](Cl)(=[O:41])=[O:40])[CH:36]=[CH:37][CH:38]=1.